This data is from Forward reaction prediction with 1.9M reactions from USPTO patents (1976-2016). The task is: Predict the product of the given reaction. (1) Given the reactants [CH3:1][N:2]1[C:7](=[O:8])[CH:6]=[C:5]([N:9]2[CH2:14][CH2:13][O:12][CH2:11][CH2:10]2)[N:4]=[C:3]1[CH2:15][C:16]([O-:18])=O.[Na+].[F:20][CH:21]([F:30])[C:22]1[CH:23]=[C:24]([CH:26]=[CH:27][C:28]=1[F:29])[NH2:25].Cl.CN(C)CCCN=C=NCC, predict the reaction product. The product is: [F:30][CH:21]([F:20])[C:22]1[CH:23]=[C:24]([NH:25][C:16](=[O:18])[CH2:15][C:3]2[N:2]([CH3:1])[C:7](=[O:8])[CH:6]=[C:5]([N:9]3[CH2:10][CH2:11][O:12][CH2:13][CH2:14]3)[N:4]=2)[CH:26]=[CH:27][C:28]=1[F:29]. (2) Given the reactants [CH2:1]([N:8]1[C:13](=[O:14])[C:12]2[C:15]([CH3:18])=[N:16][S:17][C:11]=2[N:10]=[C:9]1[CH:19](Br)[CH:20]([CH3:22])[CH3:21])[C:2]1[CH:7]=[CH:6][CH:5]=[CH:4][CH:3]=1.[N-:24]=[N+:25]=[N-:26].[Na+].[Br-], predict the reaction product. The product is: [N:24]([CH:19]([C:9]1[N:8]([CH2:1][C:2]2[CH:7]=[CH:6][CH:5]=[CH:4][CH:3]=2)[C:13](=[O:14])[C:12]2[C:15]([CH3:18])=[N:16][S:17][C:11]=2[N:10]=1)[CH:20]([CH3:22])[CH3:21])=[N+:25]=[N-:26]. (3) Given the reactants [NH2:1][C:2]1[N:3]=[CH:4][C:5]([C:18]2[CH:39]=[CH:38][C:21]([C:22]([N:24]3[CH2:30][CH2:29][CH2:28][N:27](C(OC(C)(C)C)=O)[CH2:26][CH2:25]3)=[O:23])=[CH:20][CH:19]=2)=[N:6][C:7]=1[C:8]1[NH:12][C:11]2[CH:13]=[C:14]([CH3:17])[CH:15]=[CH:16][C:10]=2[N:9]=1.C(O)(C(F)(F)F)=O, predict the reaction product. The product is: [NH2:1][C:2]1[N:3]=[CH:4][C:5]([C:18]2[CH:19]=[CH:20][C:21]([C:22]([N:24]3[CH2:30][CH2:29][CH2:28][NH:27][CH2:26][CH2:25]3)=[O:23])=[CH:38][CH:39]=2)=[N:6][C:7]=1[C:8]1[N:9]=[C:10]2[CH2:16][CH:15]=[C:14]([CH3:17])[CH:13]=[C:11]2[N:12]=1. (4) Given the reactants [CH3:1][N:2]1[C:7]2[N:8]=[CH:9][C:10](B3OC(C)(C)C(C)(C)O3)=[CH:11][C:6]=2[C:5](=[O:21])[N:4]([CH2:22][CH2:23][CH2:24][O:25][CH:26]2[CH2:31][CH2:30][CH2:29][CH2:28][O:27]2)[C:3]1=[O:32].[OH:33]O, predict the reaction product. The product is: [OH:33][C:10]1[CH:9]=[N:8][C:7]2[N:2]([CH3:1])[C:3](=[O:32])[N:4]([CH2:22][CH2:23][CH2:24][O:25][CH:26]3[CH2:31][CH2:30][CH2:29][CH2:28][O:27]3)[C:5](=[O:21])[C:6]=2[CH:11]=1. (5) The product is: [ClH:42].[CH3:31][O:30][C:19]1[C:18]([NH:17][C:12]2[N:11]=[C:10]([C:8]3[S:7][C:6]4[C:2]([CH3:1])([CH3:41])[N:3]([CH2:33][CH2:34][N:35]5[CH2:40][CH2:39][O:38][CH2:37][CH2:36]5)[C:4](=[O:32])[C:5]=4[CH:9]=3)[C:15]([CH3:16])=[CH:14][N:13]=2)=[CH:22][NH:21][N:20]=1. Given the reactants [CH3:1][C:2]1([CH3:41])[C:6]2[S:7][C:8]([C:10]3[C:15]([CH3:16])=[CH:14][N:13]=[C:12]([NH:17][C:18]4[C:19]([O:30][CH3:31])=[N:20][N:21](C(OC(C)(C)C)=O)[CH:22]=4)[N:11]=3)=[CH:9][C:5]=2[C:4](=[O:32])[N:3]1[CH2:33][CH2:34][N:35]1[CH2:40][CH2:39][O:38][CH2:37][CH2:36]1.[ClH:42], predict the reaction product. (6) Given the reactants Cl[C:2](Cl)(Cl)[C:3]1[NH:7][C:6]2[CH:8]=[CH:9][C:10]([C:12]([F:15])([F:14])[F:13])=[CH:11][C:5]=2[N:4]=1.[CH3:18][N:19]1[CH2:26][C@@H:25]2[C@@H:21]([CH2:22][NH:23][CH2:24]2)[CH2:20]1.C(=O)([O-])[O-:28].[K+].[K+].ClCCl, predict the reaction product. The product is: [NH3:4].[CH3:18][N:19]1[CH2:26][C@@H:25]2[CH2:24][N:23]([C:2]([C:3]3[NH:7][C:6]4[CH:8]=[CH:9][C:10]([C:12]([F:15])([F:14])[F:13])=[CH:11][C:5]=4[N:4]=3)=[O:28])[CH2:22][C@@H:21]2[CH2:20]1. (7) Given the reactants [CH3:1][N:2]1[C:10]2[C:5](=[CH:6][CH:7]=[C:8]([C:11]3[O:15][C:14](S)=[N:13][N:12]=3)[CH:9]=2)[CH:4]=[CH:3]1.[N:17]12[CH2:25][CH2:24][CH:21]([CH2:22][CH2:23]1)[NH:20][CH2:19][CH2:18]2.[OH-].[Na+].[C:28]([OH:35])(=[O:34])/[CH:29]=[CH:30]/[C:31]([OH:33])=[O:32], predict the reaction product. The product is: [C:28]([OH:35])(=[O:34])/[CH:29]=[CH:30]/[C:31]([OH:33])=[O:32].[CH3:1][N:2]1[C:10]2[C:5](=[CH:6][CH:7]=[C:8]([C:11]3[O:15][C:14]([N:20]4[CH:21]5[CH2:24][CH2:25][N:17]([CH2:23][CH2:22]5)[CH2:18][CH2:19]4)=[N:13][N:12]=3)[CH:9]=2)[CH:4]=[CH:3]1.